This data is from Catalyst prediction with 721,799 reactions and 888 catalyst types from USPTO. The task is: Predict which catalyst facilitates the given reaction. (1) Reactant: [H-].[Na+].[F:3][C:4]1[C:9]([C:10]2[NH:14][CH:13]=[C:12]([CH2:15][N:16]([CH3:24])[C:17](=[O:23])[O:18][C:19]([CH3:22])([CH3:21])[CH3:20])[CH:11]=2)=[CH:8][CH:7]=[CH:6][N:5]=1.C1OCCOCCOCCOCCOC1.[O:40]1[CH:44]=[CH:43][C:42]([S:45](Cl)(=[O:47])=[O:46])=[CH:41]1. Product: [F:3][C:4]1[C:9]([C:10]2[N:14]([S:45]([C:42]3[CH:43]=[CH:44][O:40][CH:41]=3)(=[O:47])=[O:46])[CH:13]=[C:12]([CH2:15][N:16]([CH3:24])[C:17](=[O:23])[O:18][C:19]([CH3:20])([CH3:21])[CH3:22])[CH:11]=2)=[CH:8][CH:7]=[CH:6][N:5]=1. The catalyst class is: 30. (2) Reactant: NCC[C@@H]1CCCN1C.[H-].[Al+3].[Li+].[H-].[H-].[H-].[C:16]([N:23]1[CH2:27][CH2:26][CH2:25][CH:24]1[CH2:28][C:29]#[N:30])([O:18][C:19]([CH3:22])([CH3:21])[CH3:20])=[O:17]. Product: [C:16]([N:23]1[CH2:27][CH2:26][CH2:25][C@H:24]1[CH2:28][C:29]#[N:30])([O:18][C:19]([CH3:22])([CH3:21])[CH3:20])=[O:17]. The catalyst class is: 27. (3) Reactant: Br[C:2]1[N:3]([CH2:9][O:10][CH2:11][CH2:12][Si:13]([CH3:16])([CH3:15])[CH3:14])[C:4]([Br:8])=[C:5]([Br:7])[N:6]=1.C1([Li])C=CC=CC=1.[C:24](=[O:26])=[O:25].Cl. Product: [Br:7][C:5]1[N:6]=[C:2]([C:24]([OH:26])=[O:25])[N:3]([CH2:9][O:10][CH2:11][CH2:12][Si:13]([CH3:16])([CH3:15])[CH3:14])[C:4]=1[Br:8]. The catalyst class is: 30. (4) Reactant: [OH-].[Na+].[CH3:3][N:4]([C:13]1[CH:14]=[C:15]([C:19]2[CH:24]=[CH:23][C:22]([CH2:25][CH2:26][C:27]([O:29]C)=[O:28])=[CH:21][CH:20]=2)[CH:16]=[CH:17][CH:18]=1)[C:5]([NH:7][CH2:8][CH2:9][CH2:10][CH2:11][CH3:12])=[O:6].O1CCCC1.CO.O. Product: [CH3:3][N:4]([C:13]1[CH:14]=[C:15]([C:19]2[CH:24]=[CH:23][C:22]([CH2:25][CH2:26][C:27]([OH:29])=[O:28])=[CH:21][CH:20]=2)[CH:16]=[CH:17][CH:18]=1)[C:5]([NH:7][CH2:8][CH2:9][CH2:10][CH2:11][CH3:12])=[O:6]. The catalyst class is: 15. (5) Reactant: C(OC([N:8]1[CH2:11][CH:10]([N:12]2[CH2:17][CH2:16][NH:15][C:14](=[O:18])[CH2:13]2)[CH2:9]1)=O)(C)(C)C.C(O)(C(F)(F)F)=O. Product: [NH:8]1[CH2:9][CH:10]([N:12]2[CH2:17][CH2:16][NH:15][C:14](=[O:18])[CH2:13]2)[CH2:11]1. The catalyst class is: 2. (6) Reactant: [CH3:1][O:2][C:3](=[O:40])[C:4]1[CH:9]=[CH:8][C:7]([N:10]([C:12](=[O:39])[CH2:13][NH:14][C:15]([C@@H:17]2[CH2:21][C@@H:20]([S:22]C(=O)C)[CH2:19][N:18]2[S:26]([C:29]2[CH:38]=[CH:37][C:36]3[C:31](=[CH:32][CH:33]=[CH:34][CH:35]=3)[CH:30]=2)(=[O:28])=[O:27])=[O:16])[CH3:11])=[CH:6][CH:5]=1.[CH3:41][O-].[Na+]. Product: [CH3:1][O:2][C:3](=[O:40])[C:4]1[CH:5]=[CH:6][C:7]([N:10]([C:12](=[O:39])[CH2:13][N:14]([C:15]([C@@H:17]2[CH2:21][C@@H:20]([SH:22])[CH2:19][N:18]2[S:26]([C:29]2[CH:38]=[CH:37][C:36]3[C:31](=[CH:32][CH:33]=[CH:34][CH:35]=3)[CH:30]=2)(=[O:28])=[O:27])=[O:16])[CH3:41])[CH3:11])=[CH:8][CH:9]=1. The catalyst class is: 5. (7) Product: [O:17]=[C:10]([NH:9][C:6]1[CH:5]=[CH:4][C:3]([C:1]2[NH:20][N:19]=[N:18][N:2]=2)=[CH:8][N:7]=1)[CH2:11][CH2:12][C:13]([O:15][CH3:16])=[O:14]. Reactant: [C:1]([C:3]1[CH:4]=[CH:5][C:6]([NH:9][C:10](=[O:17])[CH2:11][CH2:12][C:13]([O:15][CH3:16])=[O:14])=[N:7][CH:8]=1)#[N:2].[N-:18]=[N+:19]=[N-:20].[Na+].[Cl-].C([NH+](CC)CC)C. The catalyst class is: 264. (8) Reactant: [CH2:1]([O:8][CH2:9][C@@H:10]([O:15][C:16]1[CH:21]=[CH:20][C:19]([F:22])=[C:18]([C:23](=[O:25])[NH2:24])[C:17]=1[F:26])[C:11]([O:13]C)=[O:12])[C:2]1[CH:7]=[CH:6][CH:5]=[CH:4][CH:3]=1.[OH-].[Li+].O. Product: [CH2:1]([O:8][CH2:9][C@@H:10]([O:15][C:16]1[CH:21]=[CH:20][C:19]([F:22])=[C:18]([C:23](=[O:25])[NH2:24])[C:17]=1[F:26])[C:11]([OH:13])=[O:12])[C:2]1[CH:3]=[CH:4][CH:5]=[CH:6][CH:7]=1. The catalyst class is: 1. (9) Reactant: Cl[CH2:2][O:3][CH3:4].[Cl:5][C:6]1[CH:7]=[C:8]([N:16]([C:21]2[C:40]([CH:41]3[CH2:43][CH2:42]3)=[CH:39][C:24]3[C:25]([C:35]([NH:37][CH3:38])=[O:36])=[C:26]([C:28]4[CH:33]=[CH:32][C:31]([F:34])=[CH:30][CH:29]=4)[O:27][C:23]=3[CH:22]=2)[S:17]([CH3:20])(=[O:19])=[O:18])[CH:9]=[CH:10][C:11]=1[C:12]([CH2:14][OH:15])=[CH2:13].CCN(C(C)C)C(C)C. Product: [Cl:5][C:6]1[CH:7]=[C:8]([N:16]([C:21]2[C:40]([CH:41]3[CH2:42][CH2:43]3)=[CH:39][C:24]3[C:25]([C:35]([NH:37][CH3:38])=[O:36])=[C:26]([C:28]4[CH:33]=[CH:32][C:31]([F:34])=[CH:30][CH:29]=4)[O:27][C:23]=3[CH:22]=2)[S:17]([CH3:20])(=[O:19])=[O:18])[CH:9]=[CH:10][C:11]=1[C:12]([CH2:14][O:15][CH2:2][O:3][CH3:4])=[CH2:13]. The catalyst class is: 4. (10) Reactant: Cl.[Cl:2][C:3]1[CH:8]=[CH:7][CH:6]=[CH:5][C:4]=1[N:9]1[CH:13]([C:14]2[CH:15]=[N:16][C:17]([C:20]3[CH2:21][CH2:22][NH:23][CH2:24][CH:25]=3)=[CH:18][CH:19]=2)[CH2:12][C:11]([C:26]([C:32]([F:35])([F:34])[F:33])([C:28]([F:31])([F:30])[F:29])[OH:27])=[N:10]1.[CH:36]1([S:39](Cl)(=[O:41])=[O:40])[CH2:38][CH2:37]1.C(N(CC)CC)C. Product: [Cl:2][C:3]1[CH:8]=[CH:7][CH:6]=[CH:5][C:4]=1[N:9]1[CH:13]([C:14]2[CH:15]=[N:16][C:17]([C:20]3[CH2:21][CH2:22][N:23]([S:39]([CH:36]4[CH2:38][CH2:37]4)(=[O:41])=[O:40])[CH2:24][CH:25]=3)=[CH:18][CH:19]=2)[CH2:12][C:11]([C:26]([C:28]([F:31])([F:29])[F:30])([C:32]([F:33])([F:35])[F:34])[OH:27])=[N:10]1. The catalyst class is: 4.